Predict the reaction yield, written as a fraction of the theoretical maximum amount of product (1.0 means a 100% yield; for example, 0.34 means a 34% yield). From a dataset of Reaction yield outcomes from USPTO patents with 853,638 reactions. (1) The reactants are [NH2:1][C:2]([C:4]1[CH:5]=[CH:6][C:7]([F:27])=[C:8]([S:10]([N:13]2[CH2:19][CH2:18][CH2:17][N:16]([C:20]([O:22][C:23]([CH3:26])([CH3:25])[CH3:24])=[O:21])[CH2:15][CH2:14]2)(=[O:12])=[O:11])[CH:9]=1)=O.CCN(CC)CC.C(=O)=O.CC(O)C.O(S(C(F)(F)F)(=O)=O)S(C(F)(F)F)(=O)=O. The catalyst is C(Cl)Cl. The product is [C:2]([C:4]1[CH:5]=[CH:6][C:7]([F:27])=[C:8]([S:10]([N:13]2[CH2:19][CH2:18][CH2:17][N:16]([C:20]([O:22][C:23]([CH3:25])([CH3:24])[CH3:26])=[O:21])[CH2:15][CH2:14]2)(=[O:11])=[O:12])[CH:9]=1)#[N:1]. The yield is 0.863. (2) The yield is 0.660. The reactants are [CH3:1][C:2]([OH:16])([C:4]1[CH:9]=[CH:8][C:7]([C:10]2[CH:15]=[CH:14][CH:13]=[CH:12][CH:11]=2)=[CH:6][CH:5]=1)[CH3:3].N1C=CC=CC=1.[C:23]1([O:29][C:30](Cl)=[O:31])[CH:28]=[CH:27][CH:26]=[CH:25][CH:24]=1. The product is [C:30](=[O:31])([O:29][C:23]1[CH:28]=[CH:27][CH:26]=[CH:25][CH:24]=1)[O:16][C:2]([C:4]1[CH:9]=[CH:8][C:7]([C:10]2[CH:11]=[CH:12][CH:13]=[CH:14][CH:15]=2)=[CH:6][CH:5]=1)([CH3:1])[CH3:3]. The catalyst is C(Cl)Cl. (3) The reactants are [C:1]([O:5][C:6]([N:8]1[C:17]2[C:12](=[CH:13][CH:14]=[CH:15][CH:16]=2)[C:11](=O)[C:10]([CH3:20])([CH3:19])[CH2:9]1)=[O:7])([CH3:4])([CH3:3])[CH3:2].[BH4-].[Na+]. The yield is 0.840. The catalyst is CO. The product is [C:1]([O:5][C:6]([N:8]1[C:17]2[C:12](=[CH:13][CH:14]=[CH:15][CH:16]=2)[CH2:11][C:10]([CH3:20])([CH3:19])[CH2:9]1)=[O:7])([CH3:4])([CH3:2])[CH3:3]. (4) The reactants are [Cl:1][C:2]1[CH:7]=[CH:6][CH:5]=[CH:4][C:3]=1[N:8]1[C:12]([C:13]([O:15]CC)=[O:14])=[C:11]([CH3:18])[CH:10]=[N:9]1.[OH-].[Na+]. The catalyst is CO. The product is [Cl:1][C:2]1[CH:7]=[CH:6][CH:5]=[CH:4][C:3]=1[N:8]1[C:12]([C:13]([OH:15])=[O:14])=[C:11]([CH3:18])[CH:10]=[N:9]1. The yield is 0.470. (5) The reactants are [Br:1][C:2]1[CH:3]=[C:4]([CH:10]([OH:49])[CH2:11][NH:12][C:13]2[CH2:17][N:16](S(C(F)(F)F)(=O)=O)[C:15](=[O:25])[C:14]=2[C:26]2[N:30](C(OC(C)(C)C)=O)[C:29]3[CH:38]=[C:39]([N:43]4[CH2:48][CH2:47][O:46][CH2:45][CH2:44]4)[CH:40]=[C:41]([CH3:42])[C:28]=3[N:27]=2)[CH:5]=[CH:6][C:7]=1[O:8][CH3:9].ClC1C=C([C@H](O)CNC2CNC(=O)C=2C2NC3C=C(N4CCOCC4)C=C(C)C=3N=2)C=CC=1. No catalyst specified. The product is [Br:1][C:2]1[CH:3]=[C:4]([CH:10]([OH:49])[CH2:11][NH:12][C:13]2[CH2:17][NH:16][C:15](=[O:25])[C:14]=2[C:26]2[NH:30][C:29]3[CH:38]=[C:39]([N:43]4[CH2:44][CH2:45][O:46][CH2:47][CH2:48]4)[CH:40]=[C:41]([CH3:42])[C:28]=3[N:27]=2)[CH:5]=[CH:6][C:7]=1[O:8][CH3:9]. The yield is 0.540. (6) The reactants are [C:1]([O:12][CH3:13])(=[O:11])[C:2]1[CH:10]=[CH:9][CH:8]=[C:4]([C:5]([O-:7])=O)[CH:3]=1.[CH3:14][C:15]1[N:16]=[C:17]([CH2:20][NH:21][CH:22]([CH3:24])[CH3:23])[S:18][CH:19]=1. The catalyst is CCN(CC)CC.O=S(Cl)Cl.C(Cl)Cl. The product is [CH:22]([N:21]([CH2:20][C:17]1[S:18][CH:19]=[C:15]([CH3:14])[N:16]=1)[C:5]([C:4]1[CH:3]=[C:2]([CH:10]=[CH:9][CH:8]=1)[C:1]([O:12][CH3:13])=[O:11])=[O:7])([CH3:24])[CH3:23]. The yield is 0.930. (7) The reactants are C([O:3][C:4](=[O:32])[CH2:5][CH2:6][C:7]1[CH:12]=[CH:11][CH:10]=[C:9]([N:13]2[C:17]([NH:18][C:19](=[O:27])[C:20]3[CH:25]=[CH:24][C:23]([Cl:26])=[CH:22][CH:21]=3)=[CH:16][C:15]([C:28]([CH3:31])([CH3:30])[CH3:29])=[N:14]2)[CH:8]=1)C.[Li+].[OH-]. The catalyst is CO. The product is [C:28]([C:15]1[CH:16]=[C:17]([NH:18][C:19](=[O:27])[C:20]2[CH:21]=[CH:22][C:23]([Cl:26])=[CH:24][CH:25]=2)[N:13]([C:9]2[CH:8]=[C:7]([CH2:6][CH2:5][C:4]([OH:32])=[O:3])[CH:12]=[CH:11][CH:10]=2)[N:14]=1)([CH3:31])([CH3:29])[CH3:30]. The yield is 0.870.